Task: Predict the product of the given reaction.. Dataset: Forward reaction prediction with 1.9M reactions from USPTO patents (1976-2016) Given the reactants [N+:1]([C:4]1[CH:18]=[CH:17][CH:16]=[CH:15][C:5]=1[O:6][C:7]1[CH:8]=[C:9]([CH:12]=[CH:13][CH:14]=1)[C:10]#[N:11])([O-])=O.Cl[Sn]Cl, predict the reaction product. The product is: [NH2:1][C:4]1[CH:18]=[CH:17][CH:16]=[CH:15][C:5]=1[O:6][C:7]1[CH:8]=[C:9]([CH:12]=[CH:13][CH:14]=1)[C:10]#[N:11].